Predict the product of the given reaction. From a dataset of Forward reaction prediction with 1.9M reactions from USPTO patents (1976-2016). Given the reactants [C:1]([C@@H:3]1[CH2:7][CH2:6][CH2:5][N:4]1[C:8]([C@@H:10]1[C@H:15]2[CH2:16][C@H:12]([C@H:13]([OH:17])[CH2:14]2)[N:11]1C(OC(C)(C)C)=O)=[O:9])#[N:2].[ClH:25], predict the reaction product. The product is: [ClH:25].[OH:17][C@H:13]1[C@H:12]2[CH2:16][C@H:15]([C@@H:10]([C:8]([N:4]3[CH2:5][CH2:6][CH2:7][C@H:3]3[C:1]#[N:2])=[O:9])[NH:11]2)[CH2:14]1.